From a dataset of Full USPTO retrosynthesis dataset with 1.9M reactions from patents (1976-2016). Predict the reactants needed to synthesize the given product. (1) Given the product [NH:1]1[C:5]2[CH:6]=[CH:7][C:8]([NH:10][C:12]([NH:11][C:14]3[CH:19]=[CH:18][C:17]([O:20][CH3:21])=[C:16]([O:22][CH3:23])[CH:15]=3)=[O:13])=[CH:9][C:4]=2[N:3]=[CH:2]1, predict the reactants needed to synthesize it. The reactants are: [NH:1]1[C:5]2[CH:6]=[CH:7][C:8]([NH2:10])=[CH:9][C:4]=2[N:3]=[CH:2]1.[N:11]([C:14]1[CH:19]=[CH:18][C:17]([O:20][CH3:21])=[C:16]([O:22][CH3:23])[CH:15]=1)=[C:12]=[O:13]. (2) Given the product [O:14]1[CH2:15][CH2:16][O:17][CH:13]1[CH2:12][N:7]1[C:8](=[O:11])[CH:9]=[N:10][C:5]2[CH:4]=[CH:3][C:2]([N:19]3[CH:23]=[N:22][CH:21]=[N:20]3)=[N:18][C:6]1=2, predict the reactants needed to synthesize it. The reactants are: Cl[C:2]1[CH:3]=[CH:4][C:5]2[N:10]=[CH:9][C:8](=[O:11])[N:7]([CH2:12][CH:13]3[O:17][CH2:16][CH2:15][O:14]3)[C:6]=2[N:18]=1.[NH:19]1[CH:23]=[N:22][CH:21]=[N:20]1.[H-].[Na+].Cl. (3) The reactants are: [CH3:1][C:2]1([CH3:15])[CH2:6][CH2:5][C:4](=O)[N:3]1[C:8]([O:10][C:11]([CH3:14])([CH3:13])[CH3:12])=[O:9].CC(C[AlH]CC(C)C)C.[CH2:25]([C@@H:32]1[CH2:36][O:35][C:34](=[O:37])[N:33]1[C:38](=[O:47])[CH2:39][C:40]1[CH:45]=[CH:44][C:43]([Cl:46])=[CH:42][CH:41]=1)[C:26]1[CH:31]=[CH:30][CH:29]=[CH:28][CH:27]=1.C(N(C(C)C)CC)(C)C.COC1N(C(OC(C)(C)C)=O)C(C)(C)CC1. Given the product [CH2:25]([C@@H:32]1[CH2:36][O:35][C:34](=[O:37])[N:33]1[C:38](=[O:47])[C@H:39]([C@H:4]1[N:3]([C:8]([O:10][C:11]([CH3:14])([CH3:13])[CH3:12])=[O:9])[C:2]([CH3:15])([CH3:1])[CH2:6][CH2:5]1)[C:40]1[CH:41]=[CH:42][C:43]([Cl:46])=[CH:44][CH:45]=1)[C:26]1[CH:31]=[CH:30][CH:29]=[CH:28][CH:27]=1, predict the reactants needed to synthesize it. (4) Given the product [Br:1][C:2]1[CH:7]=[CH:6][N:5]=[C:4]2[N:8]([CH2:18][CH2:19][CH2:20][C:21]([O:23][CH2:24][CH3:25])=[O:22])[CH:9]=[CH:10][C:3]=12, predict the reactants needed to synthesize it. The reactants are: [Br:1][C:2]1[CH:7]=[CH:6][N:5]=[C:4]2[NH:8][CH:9]=[CH:10][C:3]=12.C([O-])([O-])=O.[Cs+].[Cs+].Br[CH2:18][CH2:19][CH2:20][C:21]([O:23][CH2:24][CH3:25])=[O:22]. (5) Given the product [Cl-:22].[Cl:1][CH2:3][CH2:4][NH+:5]1[CH2:10][CH2:9][S:8](=[O:12])(=[O:11])[CH2:7][CH2:6]1, predict the reactants needed to synthesize it. The reactants are: [Cl-:1].O[CH2:3][CH2:4][NH+:5]1[CH2:10][CH2:9][S:8](=[O:12])(=[O:11])[CH2:7][CH2:6]1.Cl.N1C=CC=CC=1.S(Cl)([Cl:22])=O.